From a dataset of Reaction yield outcomes from USPTO patents with 853,638 reactions. Predict the reaction yield, written as a fraction of the theoretical maximum amount of product (1.0 means a 100% yield; for example, 0.34 means a 34% yield). (1) The reactants are [Cl:1][C:2]1[CH:3]=[C:4]2[C:12](=[C:13]([N+:17]([O-])=O)[C:14]=1[O:15][CH3:16])[NH:11][C:10]1[CH:9]=[N:8][CH:7]=[CH:6][C:5]2=1.[H][H].C([O-])(O)=O.[Na+]. The catalyst is CO.[Pd]. The product is [Cl:1][C:2]1[CH:3]=[C:4]2[C:12](=[C:13]([NH2:17])[C:14]=1[O:15][CH3:16])[NH:11][C:10]1[CH:9]=[N:8][CH:7]=[CH:6][C:5]2=1. The yield is 1.00. (2) The reactants are [F:1][C:2]1[C:7]([F:8])=[CH:6][C:5]([C:9]2[CH:14]=[CH:13][C:12]([O:15][CH2:16][C:17]3[CH:18]=[C:19]([NH2:23])[CH:20]=[CH:21][CH:22]=3)=[CH:11][CH:10]=2)=[C:4]([O:24][CH3:25])[CH:3]=1.[CH2:26]([O:28][C:29](=[O:32])[CH2:30]Br)[CH3:27].C(=O)([O-])[O-].[K+].[K+]. The catalyst is C(#N)C. The product is [CH2:26]([O:28][C:29](=[O:32])[CH2:30][NH:23][C:19]1[CH:20]=[CH:21][CH:22]=[C:17]([CH2:16][O:15][C:12]2[CH:11]=[CH:10][C:9]([C:5]3[CH:6]=[C:7]([F:8])[C:2]([F:1])=[CH:3][C:4]=3[O:24][CH3:25])=[CH:14][CH:13]=2)[CH:18]=1)[CH3:27]. The yield is 0.440. (3) The reactants are C1(C)C=CC(S([O-])(=O)=O)=CC=1.[NH+]1C=CC=CC=1.O1CCCCC1[O:24][CH2:25][CH2:26][N:27]1[CH:32]=[CH:31][C:30]2[CH:33]=[CH:34][O:35][C:29]=2[C:28]1=[O:36].C(=O)([O-])O.[Na+]. The catalyst is CO. The product is [OH:24][CH2:25][CH2:26][N:27]1[CH:32]=[CH:31][C:30]2[CH:33]=[CH:34][O:35][C:29]=2[C:28]1=[O:36]. The yield is 0.730. (4) The reactants are [N+:1]([C:4]1[CH:9]=[CH:8][C:7]([NH2:10])=[CH:6][CH:5]=1)([O-:3])=[O:2].[Br:11]Br. The catalyst is CC(O)=O. The product is [Br:11][C:8]1[CH:9]=[C:4]([N+:1]([O-:3])=[O:2])[CH:5]=[CH:6][C:7]=1[NH2:10]. The yield is 0.720. (5) The yield is 0.720. The reactants are [NH:1]([CH2:5][CH2:6][OH:7])[CH2:2][CH2:3][OH:4].[CH3:8][C:9]([CH3:11])=O.C(=O)([O-])[O-].[K+].[K+]. No catalyst specified. The product is [CH3:8][C:9]1([CH3:11])[N:1]([CH2:5][CH2:6][OH:7])[CH2:2][CH2:3][O:4]1. (6) The reactants are [Cl:1][C:2]1[CH:7]=[CH:6][C:5]([OH:8])=[C:4]([F:9])[C:3]=1[NH:10][CH2:11][C:12]1[CH:17]=[C:16]([C:18]2[CH:23]=[CH:22][CH:21]=[C:20]([F:24])[CH:19]=2)[CH:15]=[CH:14][C:13]=1[F:25].C([O-])([O-])=O.[Cs+].[Cs+].Br[CH2:33][C:34]([O:36][CH2:37][CH3:38])=[O:35].O. The catalyst is CC(=O)CC. The product is [Cl:1][C:2]1[CH:7]=[CH:6][C:5]([O:8][CH2:33][C:34]([O:36][CH2:37][CH3:38])=[O:35])=[C:4]([F:9])[C:3]=1[NH:10][CH2:11][C:12]1[CH:17]=[C:16]([C:18]2[CH:23]=[CH:22][CH:21]=[C:20]([F:24])[CH:19]=2)[CH:15]=[CH:14][C:13]=1[F:25]. The yield is 0.500. (7) The product is [CH3:17][O:18][C:19](=[O:30])[CH:20]([NH:21][C:9]1[CH:10]=[CH:11][CH:12]=[CH:13][C:8]=1[C:6](=[O:7])[C:5]1[CH:15]=[CH:16][C:2]([CH3:1])=[CH:3][CH:4]=1)[CH2:22][C:23]1[CH:28]=[CH:27][C:26]([OH:29])=[CH:25][CH:24]=1. The yield is 0.380. The catalyst is C1(OC)C=CC=CC=1.[Pd]. The reactants are [CH3:1][C:2]1[CH:16]=[CH:15][C:5]([C:6]([CH:8]2[CH2:13][CH2:12][CH2:11][CH2:10][C:9]2=O)=[O:7])=[CH:4][CH:3]=1.[CH3:17][O:18][C:19](=[O:30])[C@H:20]([CH2:22][C:23]1[CH:28]=[CH:27][C:26]([OH:29])=[CH:25][CH:24]=1)[NH2:21].O.CO. (8) The reactants are [C:1]([CH2:3][C:4]1[C:5]([C:24]2[CH:29]=[CH:28][C:27]([CH3:30])=[CH:26][CH:25]=2)=[C:6]([CH2:15][NH:16][C:17](=[O:23])[O:18][C:19]([CH3:22])([CH3:21])[CH3:20])[C:7]([CH2:11][CH:12]([CH3:14])[CH3:13])=[N:8][C:9]=1[CH3:10])#[N:2].[C:31](=[O:34])([O-])[O-:32].[Na+].[Na+].[Cl-].O[NH3+:39].O. The catalyst is C(O)C. The product is [CH2:11]([C:7]1[C:6]([CH2:15][NH:16][C:17](=[O:23])[O:18][C:19]([CH3:22])([CH3:21])[CH3:20])=[C:5]([C:24]2[CH:29]=[CH:28][C:27]([CH3:30])=[CH:26][CH:25]=2)[C:4]([CH2:3][C:1]2[NH:39][C:31](=[O:34])[O:32][N:2]=2)=[C:9]([CH3:10])[N:8]=1)[CH:12]([CH3:13])[CH3:14]. The yield is 0.260. (9) The reactants are C(NC(C)C)(C)C.[Li]CCCC.[C:13]([O:18][CH2:19][CH3:20])(=[O:17])[CH:14]([CH3:16])[CH3:15].Br[CH2:22][C:23]1[CH:28]=[CH:27][C:26]([CH2:29][C:30]([OH:32])=[O:31])=[CH:25][CH:24]=1.Cl. The catalyst is O1CCCC1. The product is [CH2:19]([O:18][C:13](=[O:17])[C:14]([CH3:16])([CH3:15])[CH2:22][C:23]1[CH:28]=[CH:27][C:26]([CH2:29][C:30]([OH:32])=[O:31])=[CH:25][CH:24]=1)[CH3:20]. The yield is 0.840. (10) The reactants are [CH3:1][N:2]1[C:10]2[C:5](=[CH:6][C:7]([NH:11][C:12]([C:14]3[C:15]([C:20]4[CH:25]=[CH:24][C:23]([C:26]([F:29])([F:28])[F:27])=[CH:22][CH:21]=4)=[CH:16][CH:17]=[CH:18][CH:19]=3)=[O:13])=[CH:8][CH:9]=2)[CH:4]=[C:3]1[C:30]([O:32]CC)=[O:31].[OH-].[Na+:36]. The catalyst is C(O)C. The product is [OH2:13].[Na+:36].[CH3:1][N:2]1[C:10]2[C:5](=[CH:6][C:7]([NH:11][C:12]([C:14]3[C:15]([C:20]4[CH:25]=[CH:24][C:23]([C:26]([F:28])([F:29])[F:27])=[CH:22][CH:21]=4)=[CH:16][CH:17]=[CH:18][CH:19]=3)=[O:13])=[CH:8][CH:9]=2)[CH:4]=[C:3]1[C:30]([O-:32])=[O:31]. The yield is 0.790.